This data is from Reaction yield outcomes from USPTO patents with 853,638 reactions. The task is: Predict the reaction yield, written as a fraction of the theoretical maximum amount of product (1.0 means a 100% yield; for example, 0.34 means a 34% yield). (1) The reactants are [S:1]1[CH:5]=[CH:4][N:3]=[C:2]1[NH:6][S:7]([C:10]1[CH:19]=[C:18]2[C:13]([CH2:14][CH2:15][N:16](C(=O)C(F)(F)F)[CH2:17]2)=[CH:12][CH:11]=1)(=[O:9])=[O:8].[OH-].[K+]. The catalyst is CCO. The product is [S:1]1[CH:5]=[CH:4][N:3]=[C:2]1[NH:6][S:7]([C:10]1[CH:19]=[C:18]2[C:13]([CH2:14][CH2:15][NH:16][CH2:17]2)=[CH:12][CH:11]=1)(=[O:9])=[O:8]. The yield is 0.950. (2) The reactants are [CH3:1][O:2][C:3]1[CH:4]=[C:5]2[C:9](=[CH:10][C:11]=1[O:12][CH3:13])[CH2:8][N:7]([C:14]1[C:15]([CH3:34])=[C:16]([CH3:33])[C:17]3[O:21][C:20]([CH3:23])([CH3:22])[CH:19]([C:24]4[CH:29]=[CH:28][C:27]([CH3:30])=[CH:26][CH:25]=4)[C:18]=3[C:31]=1[CH3:32])[CH2:6]2.[ClH:35]. The catalyst is C(OCC)(=O)C. The product is [ClH:35].[CH3:1][O:2][C:3]1[CH:4]=[C:5]2[C:9](=[CH:10][C:11]=1[O:12][CH3:13])[CH2:8][N:7]([C:14]1[C:15]([CH3:34])=[C:16]([CH3:33])[C:17]3[O:21][C:20]([CH3:23])([CH3:22])[CH:19]([C:24]4[CH:25]=[CH:26][C:27]([CH3:30])=[CH:28][CH:29]=4)[C:18]=3[C:31]=1[CH3:32])[CH2:6]2. The yield is 0.870. (3) The product is [NH:11]1[C:19]2[CH:18]=[CH:17][CH:16]=[C:15]([CH2:20][OH:21])[C:14]=2[CH:13]=[CH:12]1. The yield is 1.00. The reactants are [H-].C([Al+]CC(C)C)C(C)C.[NH:11]1[C:19]2[CH:18]=[CH:17][CH:16]=[C:15]([C:20](OC)=[O:21])[C:14]=2[CH:13]=[CH:12]1.C(OCC)(=O)C.C(C(C(C([O-])=O)O)O)([O-])=O.[Na+].[K+]. The catalyst is CCOCC. (4) The reactants are C([Li])(C)(C)C.[CH3:6][CH2:7][CH2:8][CH2:9]C.[CH3:11][CH2:12][O:13][CH2:14][CH3:15]. No catalyst specified. The product is [CH2:6]([C:11]1[CH:15]=[CH:14][O:13][CH:12]=1)[CH2:7][CH2:8][CH3:9]. The yield is 1.00. (5) The reactants are [NH2:1][C:2]1[CH:7]=[CH:6][CH:5]=[CH:4][CH:3]=1.C[Al](C)C.[Br:12][C:13]1[CH:14]=[C:15]([CH:18]=[CH:19][CH:20]=1)[C:16]#[N:17].CO. The catalyst is C1(C)C=CC=CC=1. The product is [Br:12][C:13]1[CH:14]=[C:15]([CH:18]=[CH:19][CH:20]=1)/[C:16](=[N:1]\[C:2]1[CH:7]=[CH:6][CH:5]=[CH:4][CH:3]=1)/[NH2:17]. The yield is 0.459. (6) The reactants are [F:1][C:2]1[C:7]([C:8]2[NH:12][CH:11]=[C:10]([CH:13]=[O:14])[CH:9]=2)=[CH:6][CH:5]=[CH:4][N:3]=1.[Cl:15]N1C(=O)CCC1=O.O. The catalyst is CN(C)C=O. The product is [Cl:15][C:9]1[C:10]([CH:13]=[O:14])=[CH:11][NH:12][C:8]=1[C:7]1[C:2]([F:1])=[N:3][CH:4]=[CH:5][CH:6]=1. The yield is 0.440. (7) The reactants are [NH2:1][C:2]1[N:6]([C:7]2[CH:12]=[CH:11][CH:10]=[CH:9][CH:8]=2)[N:5]=[C:4]([C:13]([CH3:17])([CH3:16])[CH2:14][OH:15])[CH:3]=1.N1C=CN=C1.[CH3:23][C:24]([Si:27](Cl)([CH3:29])[CH3:28])([CH3:26])[CH3:25]. The catalyst is CN(C=O)C. The product is [Si:27]([O:15][CH2:14][C:13]([C:4]1[CH:3]=[C:2]([NH2:1])[N:6]([C:7]2[CH:12]=[CH:11][CH:10]=[CH:9][CH:8]=2)[N:5]=1)([CH3:17])[CH3:16])([C:24]([CH3:26])([CH3:25])[CH3:23])([CH3:29])[CH3:28]. The yield is 0.420.